This data is from NCI-60 drug combinations with 297,098 pairs across 59 cell lines. The task is: Regression. Given two drug SMILES strings and cell line genomic features, predict the synergy score measuring deviation from expected non-interaction effect. (1) Drug 1: CCN(CC)CCNC(=O)C1=C(NC(=C1C)C=C2C3=C(C=CC(=C3)F)NC2=O)C. Drug 2: C(CC(=O)O)C(=O)CN.Cl. Cell line: ACHN. Synergy scores: CSS=4.61, Synergy_ZIP=2.22, Synergy_Bliss=5.30, Synergy_Loewe=-2.25, Synergy_HSA=0.593. (2) Drug 1: CC1=C(C=C(C=C1)NC(=O)C2=CC=C(C=C2)CN3CCN(CC3)C)NC4=NC=CC(=N4)C5=CN=CC=C5. Drug 2: C1CN(CCN1C(=O)CCBr)C(=O)CCBr. Cell line: MOLT-4. Synergy scores: CSS=43.7, Synergy_ZIP=-3.04, Synergy_Bliss=-2.21, Synergy_Loewe=-4.72, Synergy_HSA=-0.146. (3) Drug 1: CC1=C(C=C(C=C1)C(=O)NC2=CC(=CC(=C2)C(F)(F)F)N3C=C(N=C3)C)NC4=NC=CC(=N4)C5=CN=CC=C5. Drug 2: CC1=C2C(C(=O)C3(C(CC4C(C3C(C(C2(C)C)(CC1OC(=O)C(C(C5=CC=CC=C5)NC(=O)C6=CC=CC=C6)O)O)OC(=O)C7=CC=CC=C7)(CO4)OC(=O)C)O)C)OC(=O)C. Cell line: SW-620. Synergy scores: CSS=35.9, Synergy_ZIP=4.21, Synergy_Bliss=6.27, Synergy_Loewe=-9.00, Synergy_HSA=5.00. (4) Drug 1: CCC1=CC2CC(C3=C(CN(C2)C1)C4=CC=CC=C4N3)(C5=C(C=C6C(=C5)C78CCN9C7C(C=CC9)(C(C(C8N6C)(C(=O)OC)O)OC(=O)C)CC)OC)C(=O)OC.C(C(C(=O)O)O)(C(=O)O)O. Drug 2: C#CCC(CC1=CN=C2C(=N1)C(=NC(=N2)N)N)C3=CC=C(C=C3)C(=O)NC(CCC(=O)O)C(=O)O. Cell line: NCI-H522. Synergy scores: CSS=50.6, Synergy_ZIP=-1.99, Synergy_Bliss=-3.39, Synergy_Loewe=-2.64, Synergy_HSA=-2.99.